From a dataset of Catalyst prediction with 721,799 reactions and 888 catalyst types from USPTO. Predict which catalyst facilitates the given reaction. (1) The catalyst class is: 121. Reactant: [F:1][C:2]1[CH:3]=[C:4]([C@@H:9]([C:33]2[CH:38]=[CH:37][C:36]([S:39]([CH3:42])(=[O:41])=[O:40])=[CH:35][CH:34]=2)[CH2:10][CH2:11][N:12]2[CH2:17][CH2:16][CH:15]([CH2:18][CH2:19][S:20]([C:23]3[CH:32]=[CH:31][C:26]([O:27][CH2:28][C:29]#[N:30])=[CH:25][CH:24]=3)(=[O:22])=[O:21])[CH2:14][CH2:13]2)[CH:5]=[C:6]([F:8])[CH:7]=1.[N-:43]=[N+:44]=[N-:45].[Na+].[Cl-].[NH4+]. Product: [F:1][C:2]1[CH:3]=[C:4]([C@@H:9]([C:33]2[CH:38]=[CH:37][C:36]([S:39]([CH3:42])(=[O:41])=[O:40])=[CH:35][CH:34]=2)[CH2:10][CH2:11][N:12]2[CH2:13][CH2:14][CH:15]([CH2:18][CH2:19][S:20]([C:23]3[CH:32]=[CH:31][C:26]([O:27][CH2:28][C:29]4[NH:45][N:44]=[N:43][N:30]=4)=[CH:25][CH:24]=3)(=[O:22])=[O:21])[CH2:16][CH2:17]2)[CH:5]=[C:6]([F:8])[CH:7]=1. (2) Reactant: [C:1]([O:5][C:6]([N:8]([CH3:23])[CH2:9][CH2:10][C@H:11]1[CH2:16][CH2:15][C@H:14]([CH2:17]OS(C)(=O)=O)[CH2:13][CH2:12]1)=[O:7])([CH3:4])([CH3:3])[CH3:2].[C-:24]#[N:25].[Na+]. Product: [C:1]([O:5][C:6](=[O:7])[N:8]([CH2:9][CH2:10][C@H:11]1[CH2:16][CH2:15][C@H:14]([CH2:17][C:24]#[N:25])[CH2:13][CH2:12]1)[CH3:23])([CH3:4])([CH3:3])[CH3:2]. The catalyst class is: 869.